From a dataset of Peptide-MHC class I binding affinity with 185,985 pairs from IEDB/IMGT. Regression. Given a peptide amino acid sequence and an MHC pseudo amino acid sequence, predict their binding affinity value. This is MHC class I binding data. (1) The peptide sequence is MTYKAAVL. The MHC is HLA-A24:02 with pseudo-sequence HLA-A24:02. The binding affinity (normalized) is 0. (2) The MHC is HLA-A33:01 with pseudo-sequence HLA-A33:01. The binding affinity (normalized) is 0.107. The peptide sequence is NTMCTEETK. (3) The peptide sequence is LYDYKENRF. The MHC is HLA-B35:01 with pseudo-sequence HLA-B35:01. The binding affinity (normalized) is 0.0847. (4) The MHC is HLA-B57:01 with pseudo-sequence HLA-B57:01. The peptide sequence is KAAKIRVSV. The binding affinity (normalized) is 0.219. (5) The peptide sequence is RWRRRWQQLLA. The MHC is Mamu-B03 with pseudo-sequence Mamu-B03. The binding affinity (normalized) is 0.579. (6) The peptide sequence is VSDLYTSM. The MHC is Mamu-A02 with pseudo-sequence Mamu-A02. The binding affinity (normalized) is 0.537. (7) The peptide sequence is HINALEYII. The MHC is HLA-A32:01 with pseudo-sequence HLA-A32:01. The binding affinity (normalized) is 0.404.